Dataset: Forward reaction prediction with 1.9M reactions from USPTO patents (1976-2016). Task: Predict the product of the given reaction. (1) The product is: [OH:3][C:2]([CH2:12][Si:13]([CH3:16])([CH3:15])[CH3:14])([CH2:12][Si:13]([CH3:16])([CH3:15])[CH3:14])[C:1]([O:8][CH2:9][CH3:10])=[O:7]. Given the reactants [C:1]([O:8][CH2:9][CH3:10])(=[O:7])[C:2](OCC)=[O:3].Cl[CH2:12][Si:13]([CH3:16])([CH3:15])[CH3:14].[Mg].[Cl-].[NH4+], predict the reaction product. (2) Given the reactants C[O:2][C:3]([C:5]1[C:13]([NH:14][C:15]2[CH:20]=[CH:19][C:18]([Br:21])=[CH:17][C:16]=2[Cl:22])=[C:12]([F:23])[C:8]2[N:9]=[CH:10][NH:11][C:7]=2[CH:6]=1)=O.[H-].[Al+3].[Li+].[H-].[H-].[H-], predict the reaction product. The product is: [Br:21][C:18]1[CH:19]=[CH:20][C:15]([NH:14][C:13]2[C:5]([CH2:3][OH:2])=[CH:6][C:7]3[NH:11][CH:10]=[N:9][C:8]=3[C:12]=2[F:23])=[C:16]([Cl:22])[CH:17]=1. (3) Given the reactants [CH2:1]([C:8]1[C:9]([CH3:23])=[N:10][C:11]2[N:12]([N:15]=[CH:16][C:17]=2[C:18]([O:20][CH2:21][CH3:22])=[O:19])[C:13]=1O)[C:2]1[CH:7]=[CH:6][CH:5]=[CH:4][CH:3]=1.CN(C)C1C=CC=CC=1.P(Cl)(Cl)([Cl:35])=O, predict the reaction product. The product is: [CH2:1]([C:8]1[C:9]([CH3:23])=[N:10][C:11]2[N:12]([N:15]=[CH:16][C:17]=2[C:18]([O:20][CH2:21][CH3:22])=[O:19])[C:13]=1[Cl:35])[C:2]1[CH:7]=[CH:6][CH:5]=[CH:4][CH:3]=1. (4) Given the reactants [CH:1]([C:4]1[CH:5]=[C:6](B(O)O)[CH:7]=[CH:8][CH:9]=1)([CH3:3])[CH3:2].Cl[C:14]1[CH:19]=[N:18][CH:17]=[CH:16][N:15]=1, predict the reaction product. The product is: [CH:1]([C:4]1[CH:5]=[C:6]([C:14]2[CH:19]=[N:18][CH:17]=[CH:16][N:15]=2)[CH:7]=[CH:8][CH:9]=1)([CH3:3])[CH3:2].